The task is: Predict which catalyst facilitates the given reaction.. This data is from Catalyst prediction with 721,799 reactions and 888 catalyst types from USPTO. (1) Reactant: [C:1]([O:5][C:6]([N:8]1[CH2:13][CH2:12][CH:11]([N:14]([C:18]([C:20]2[CH:21]=[N:22][C:23](Cl)=[N:24][CH:25]=2)=[O:19])[CH:15]2[CH2:17][CH2:16]2)[CH2:10][CH2:9]1)=[O:7])([CH3:4])([CH3:3])[CH3:2].[NH:27]1[CH:31]=[CH:30][CH:29]=[N:28]1.C(N(C(C)C)C(C)C)C. Product: [C:1]([O:5][C:6]([N:8]1[CH2:13][CH2:12][CH:11]([N:14]([CH:15]2[CH2:17][CH2:16]2)[C:18]([C:20]2[CH:21]=[N:22][C:23]([N:27]3[CH:31]=[CH:30][CH:29]=[N:28]3)=[N:24][CH:25]=2)=[O:19])[CH2:10][CH2:9]1)=[O:7])([CH3:4])([CH3:3])[CH3:2]. The catalyst class is: 44. (2) Reactant: [F:1][C:2]1[CH:9]=[CH:8][CH:7]=[C:6]([F:10])[C:3]=1[CH2:4]Cl.[N-:11]=[N+:12]=[N-:13].[Na+]. Product: [N:11]([CH2:4][C:3]1[C:2]([F:1])=[CH:9][CH:8]=[CH:7][C:6]=1[F:10])=[N+:12]=[N-:13]. The catalyst class is: 16. (3) Reactant: Cl[C:2]1C=C(C=C[CH:11]=1)C(OO)=O.C(S[C:15]1[N:16]([C:20]2[N:32]([CH3:33])[C:23]3=[N:24][CH:25]=[C:26]([C:28]([F:31])([F:30])[F:29])[CH:27]=[C:22]3[N:21]=2)[CH:17]=[CH:18][CH:19]=1)C.[S:34]([O-:38])([O-])(=[O:36])=S.[Na+].[Na+]. Product: [CH2:2]([S:34]([C:15]1[N:16]([C:20]2[N:32]([CH3:33])[C:23]3=[N:24][CH:25]=[C:26]([C:28]([F:31])([F:29])[F:30])[CH:27]=[C:22]3[N:21]=2)[CH:17]=[CH:18][CH:19]=1)(=[O:38])=[O:36])[CH3:11]. The catalyst class is: 22. (4) The catalyst class is: 5. Product: [C:21]([O:20][C:18]([N:8]1[CH2:9][CH2:10][CH2:11][CH:12]([C:13]([OH:15])=[O:14])[CH:7]1[C:1]1[CH:6]=[CH:5][CH:4]=[CH:3][CH:2]=1)=[O:19])([CH3:24])([CH3:22])[CH3:23]. Reactant: [C:1]1([CH:7]2[CH:12]([C:13]([O:15]CC)=[O:14])[CH2:11][CH2:10][CH2:9][N:8]2[C:18]([O:20][C:21]([CH3:24])([CH3:23])[CH3:22])=[O:19])[CH:6]=[CH:5][CH:4]=[CH:3][CH:2]=1.[OH-].[Na+]. (5) Reactant: [Br:1][C:2]1[C:3](=[O:28])[N:4]([CH2:19][C:20]2[CH:21]=[N:22][C:23]([C:26]#[N:27])=[N:24][CH:25]=2)[C:5]([CH3:18])=[CH:6][C:7]=1[O:8][CH2:9][C:10]1[CH:15]=[CH:14][C:13]([F:16])=[CH:12][C:11]=1[F:17].C[Si](C)(C)[O-:31].[K+]. Product: [Br:1][C:2]1[C:3](=[O:28])[N:4]([CH2:19][C:20]2[CH:25]=[N:24][C:23]([C:26]([NH2:27])=[O:31])=[N:22][CH:21]=2)[C:5]([CH3:18])=[CH:6][C:7]=1[O:8][CH2:9][C:10]1[CH:15]=[CH:14][C:13]([F:16])=[CH:12][C:11]=1[F:17]. The catalyst class is: 20. (6) Reactant: [C:1]1([CH2:11][C:12]([OH:14])=[O:13])[CH:6]=[CH:5][CH:4]=[C:3]([CH2:7][C:8]([OH:10])=O)[CH:2]=1.[CH3:15][O:16][C:17]1[CH:24]=[CH:23][C:20]([CH2:21]Br)=[CH:19][CH:18]=1.C(=O)([O-])O.[K+].Cl.C1C=CC2N(O)N=[N:37]C=2C=1.CCN=C=NCCCN(C)C.Cl.[Cl-].[NH4+]. Product: [NH2:37][C:8](=[O:10])[CH2:7][C:3]1[CH:2]=[C:1]([CH2:11][C:12]([O:14][CH2:21][C:20]2[CH:23]=[CH:24][C:17]([O:16][CH3:15])=[CH:18][CH:19]=2)=[O:13])[CH:6]=[CH:5][CH:4]=1. The catalyst class is: 851.